From a dataset of Reaction yield outcomes from USPTO patents with 853,638 reactions. Predict the reaction yield, written as a fraction of the theoretical maximum amount of product (1.0 means a 100% yield; for example, 0.34 means a 34% yield). (1) The reactants are [CH:1]([C@H:14]1[O:19][CH2:18][C@@H:17]([NH2:20])[CH2:16][CH2:15]1)([C:8]1[CH:13]=[CH:12][CH:11]=[CH:10][CH:9]=1)[C:2]1[CH:7]=[CH:6][CH:5]=[CH:4][CH:3]=1.[OH:21][C:22]1[CH:29]=[CH:28][C:25]([CH:26]=O)=[CH:24][CH:23]=1.C(O)(=O)C.[BH3-]C#N.[Na+]. The catalyst is ClCCCl.CO. The product is [CH:1]([C@H:14]1[O:19][CH2:18][C@@H:17]([NH:20][CH2:26][C:25]2[CH:28]=[CH:29][C:22]([OH:21])=[CH:23][CH:24]=2)[CH2:16][CH2:15]1)([C:8]1[CH:13]=[CH:12][CH:11]=[CH:10][CH:9]=1)[C:2]1[CH:3]=[CH:4][CH:5]=[CH:6][CH:7]=1. The yield is 0.800. (2) The reactants are Cl.[CH3:2][C:3]1[CH:4]=[C:5]([C:8]2[O:12][N:11]=[C:10]([C@H:13]3[CH2:18][CH2:17][CH2:16][NH:15][CH2:14]3)[N:9]=2)[NH:6][CH:7]=1.[F:19][C:20]1[CH:21]=[N:22][CH:23]=[CH:24][C:25]=1[C:26](O)=[O:27]. No catalyst specified. The product is [F:19][C:20]1[CH:21]=[N:22][CH:23]=[CH:24][C:25]=1[C:26]([N:15]1[CH2:16][CH2:17][CH2:18][C@H:13]([C:10]2[N:9]=[C:8]([C:5]3[NH:6][CH:7]=[C:3]([CH3:2])[CH:4]=3)[O:12][N:11]=2)[CH2:14]1)=[O:27]. The yield is 0.980. (3) The reactants are [F:1][C:2]1[CH:7]=[CH:6][C:5]([N:8]2[CH2:12][C:11](O)([C:13]([F:16])([F:15])[F:14])[N:10]=[C:9]2[C:18]2[CH:23]=[CH:22][C:21]([S:24]([CH3:27])(=[O:26])=[O:25])=[CH:20][CH:19]=2)=[CH:4][CH:3]=1.O.C1(C)C=CC(S(O)(=O)=O)=CC=1. The catalyst is C1(C)C=CC=CC=1. The product is [F:1][C:2]1[CH:7]=[CH:6][C:5]([N:8]2[CH:12]=[C:11]([C:13]([F:16])([F:14])[F:15])[N:10]=[C:9]2[C:18]2[CH:23]=[CH:22][C:21]([S:24]([CH3:27])(=[O:25])=[O:26])=[CH:20][CH:19]=2)=[CH:4][CH:3]=1. The yield is 0.440. (4) The reactants are [CH2:1]1[C:4]2([CH2:7][N:6]([CH:8]3[CH2:13][CH2:12][CH:11]([OH:14])[CH2:10][CH2:9]3)[CH2:5]2)[CH2:3][O:2]1.[H-].[Na+].[C:17]([Si:21]([CH3:38])([CH3:37])[O:22][CH2:23][C@H:24]1[CH2:35][CH2:34][C:33]2[S:32][C:31]3[C:26](=[C:27](Cl)[N:28]=[CH:29][N:30]=3)[C:25]1=2)([CH3:20])([CH3:19])[CH3:18]. The catalyst is C1COCC1. The product is [Si:21]([O:22][CH2:23][C@H:24]1[CH2:35][CH2:34][C:33]2[S:32][C:31]3[C:26](=[C:27]([O:14][CH:11]4[CH2:10][CH2:9][CH:8]([N:6]5[CH2:7][C:4]6([CH2:1][O:2][CH2:3]6)[CH2:5]5)[CH2:13][CH2:12]4)[N:28]=[CH:29][N:30]=3)[C:25]1=2)([C:17]([CH3:20])([CH3:18])[CH3:19])([CH3:38])[CH3:37]. The yield is 0.910.